This data is from Peptide-MHC class I binding affinity with 185,985 pairs from IEDB/IMGT. The task is: Regression. Given a peptide amino acid sequence and an MHC pseudo amino acid sequence, predict their binding affinity value. This is MHC class I binding data. (1) The peptide sequence is KFLTNKLLL. The MHC is HLA-A26:01 with pseudo-sequence HLA-A26:01. The binding affinity (normalized) is 0. (2) The peptide sequence is LEYGANYFL. The MHC is HLA-B08:02 with pseudo-sequence HLA-B08:02. The binding affinity (normalized) is 0.0847. (3) The peptide sequence is LLRRRPYPL. The MHC is HLA-A26:03 with pseudo-sequence HLA-A26:03. The binding affinity (normalized) is 0.0847. (4) The peptide sequence is VSLSAYIIR. The MHC is HLA-A03:01 with pseudo-sequence HLA-A03:01. The binding affinity (normalized) is 0.163. (5) The peptide sequence is LPFPFLYKFLL. The MHC is HLA-A01:01 with pseudo-sequence HLA-A01:01. The binding affinity (normalized) is 0. (6) The peptide sequence is RPPIFIRRL. The MHC is HLA-A31:01 with pseudo-sequence HLA-A31:01. The binding affinity (normalized) is 0.0898.